The task is: Predict which catalyst facilitates the given reaction.. This data is from Catalyst prediction with 721,799 reactions and 888 catalyst types from USPTO. (1) Reactant: [F:1][C:2]1[C:9]([F:10])=[C:8]([OH:11])[CH:7]=[CH:6][C:3]=1[C:4]#[N:5].[H-].[Na+].C1C=CC(N([S:21]([C:24]([F:27])([F:26])[F:25])(=[O:23])=[O:22])[S:21]([C:24]([F:27])([F:26])[F:25])(=[O:23])=[O:22])=CC=1. Product: [F:25][C:24]([F:27])([F:26])[S:21]([O:11][C:8]1[CH:7]=[CH:6][C:3]([C:4]#[N:5])=[C:2]([F:1])[C:9]=1[F:10])(=[O:23])=[O:22]. The catalyst class is: 9. (2) Reactant: [Cl:1][C:2]1[C:18]([C:19]2[CH:28]=[CH:27][C:22]3[O:23][CH2:24][CH2:25][O:26][C:21]=3[CH:20]=2)=[CH:17][CH:16]=[CH:15][C:3]=1[CH2:4][O:5][C:6]1[CH:13]=[CH:12][C:9]([CH:10]=[O:11])=[C:8]([OH:14])[CH:7]=1.C(=O)([O-])[O-].[Cs+].[Cs+].Br[CH2:36][C:37]1[CH:38]=[C:39]([CH:42]=[CH:43][CH:44]=1)[C:40]#[N:41]. The catalyst class is: 483. Product: [Cl:1][C:2]1[C:18]([C:19]2[CH:28]=[CH:27][C:22]3[O:23][CH2:24][CH2:25][O:26][C:21]=3[CH:20]=2)=[CH:17][CH:16]=[CH:15][C:3]=1[CH2:4][O:5][C:6]1[CH:13]=[CH:12][C:9]([CH:10]=[O:11])=[C:8]([CH:7]=1)[O:14][CH2:36][C:37]1[CH:38]=[C:39]([CH:42]=[CH:43][CH:44]=1)[C:40]#[N:41].